From a dataset of Ames mutagenicity test results for genotoxicity prediction. Regression/Classification. Given a drug SMILES string, predict its toxicity properties. Task type varies by dataset: regression for continuous values (e.g., LD50, hERG inhibition percentage) or binary classification for toxic/non-toxic outcomes (e.g., AMES mutagenicity, cardiotoxicity, hepatotoxicity). Dataset: ames. (1) The drug is Cc1c([N+](=O)[O-])cccc1[N+](=O)[O-]. The result is 1 (mutagenic). (2) The drug is CC[C@@H](C)Nc1ccc(N[C@H](C)CC)cc1. The result is 0 (non-mutagenic). (3) The drug is O=C1NC(=O)C(Cl)=C1Cl. The result is 1 (mutagenic). (4) The molecule is NNc1nncc2ccncc12. The result is 1 (mutagenic). (5) The compound is Nc1nc(O)nc2c1ncn2C1CC(O)C(CO)O1. The result is 0 (non-mutagenic).